This data is from Catalyst prediction with 721,799 reactions and 888 catalyst types from USPTO. The task is: Predict which catalyst facilitates the given reaction. (1) Reactant: [P:1]([O:19][CH2:20]Cl)([O:11][CH2:12][C:13]1[CH:18]=[CH:17][CH:16]=[CH:15][CH:14]=1)([O:3][CH2:4][C:5]1[CH:10]=[CH:9][CH:8]=[CH:7][CH:6]=1)=[O:2].[CH2:22]([O:29][C:30]1[C:34]([OH:35])=[C:33]([C:36](=[O:40])[N:37]([CH3:39])[CH3:38])[N:32]([C:41]2[CH:46]=[CH:45][C:44]([O:47][CH3:48])=[CH:43][CH:42]=2)[C:31]=1[C:49]([O:51][CH2:52][CH3:53])=[O:50])[C:23]1[CH:28]=[CH:27][CH:26]=[CH:25][CH:24]=1.C([O-])([O-])=O.[K+].[K+].O. Product: [CH2:22]([O:29][C:30]1[C:34]([O:35][CH2:20][O:19][P:1]([O:11][CH2:12][C:13]2[CH:18]=[CH:17][CH:16]=[CH:15][CH:14]=2)([O:3][CH2:4][C:5]2[CH:10]=[CH:9][CH:8]=[CH:7][CH:6]=2)=[O:2])=[C:33]([C:36](=[O:40])[N:37]([CH3:39])[CH3:38])[N:32]([C:41]2[CH:42]=[CH:43][C:44]([O:47][CH3:48])=[CH:45][CH:46]=2)[C:31]=1[C:49]([O:51][CH2:52][CH3:53])=[O:50])[C:23]1[CH:28]=[CH:27][CH:26]=[CH:25][CH:24]=1. The catalyst class is: 3. (2) Reactant: [C:1]([C:5]1[CH:18]=[CH:17][C:8]([O:9][CH2:10][CH:11]2[O:15][C:14]([NH2:16])=[N:13][CH2:12]2)=[CH:7][CH:6]=1)([CH3:4])([CH3:3])[CH3:2].[C:19](OCC)(=[O:22])[CH:20]=[CH2:21]. Product: [C:1]([C:5]1[CH:18]=[CH:17][C:8]([O:9][CH2:10][CH:11]2[O:15][C:14]3=[N:16][C:19](=[O:22])[CH2:20][CH2:21][N:13]3[CH2:12]2)=[CH:7][CH:6]=1)([CH3:4])([CH3:2])[CH3:3]. The catalyst class is: 8. (3) Reactant: [Cl:1][C:2]1[CH:9]=[C:8]([C:10]2[CH2:14][C:13]([C:19]3[CH:24]=[C:23]([Cl:25])[CH:22]=[C:21]([Cl:26])[CH:20]=3)([C:15]([F:18])([F:17])[F:16])[S:12][N:11]=2)[CH:7]=[CH:6][C:3]=1[C:4]#[N:5].C(=N[OH:30])C.[Cl-].[Cl-].[Cl-].[In+3].[OH-].[NH4+]. The catalyst class is: 133. Product: [Cl:1][C:2]1[CH:9]=[C:8]([C:10]2[CH2:14][C:13]([C:19]3[CH:20]=[C:21]([Cl:26])[CH:22]=[C:23]([Cl:25])[CH:24]=3)([C:15]([F:18])([F:17])[F:16])[S:12][N:11]=2)[CH:7]=[CH:6][C:3]=1[C:4]([NH2:5])=[O:30]. (4) Reactant: [CH3:1][O:2][P:3]([CH:7]([OH:17])[C:8]1[CH:13]=[CH:12][CH:11]=[C:10]([N+:14]([O-:16])=[O:15])[CH:9]=1)(=[O:6])[O:4][CH3:5].[O:18]1[CH:23]=[CH:22][CH2:21][CH2:20][CH2:19]1.C1(C)C=CC(S(O)(=O)=O)=CC=1. Product: [CH3:1][O:2][P:3]([CH:7]([C:8]1[CH:13]=[CH:12][CH:11]=[C:10]([N+:14]([O-:16])=[O:15])[CH:9]=1)[O:17][CH:19]1[CH2:20][CH2:21][CH2:22][CH2:23][O:18]1)(=[O:6])[O:4][CH3:5]. The catalyst class is: 11. (5) Reactant: Br[C:2]1[CH:11]=[CH:10][CH:9]=[C:8]2[C:3]=1[CH:4]=[CH:5][C:6]([S:12]([N:15](CC1C=CC(OC)=CC=1OC)[C:16]1[S:20][N:19]=[CH:18][N:17]=1)(=[O:14])=[O:13])=[CH:7]2.C(=O)([O-])[O-].[K+].[K+].[Cl:38][C:39]1[CH:44]=[C:43]([C:45]([F:48])([F:47])[F:46])[CH:42]=[CH:41][C:40]=1B(O)O.O1CCOCC1. Product: [Cl:38][C:39]1[CH:44]=[C:43]([C:45]([F:46])([F:47])[F:48])[CH:42]=[CH:41][C:40]=1[C:10]1[CH:11]=[CH:2][CH:3]=[C:8]2[C:9]=1[CH:4]=[CH:5][C:6]([S:12]([NH:15][C:16]1[S:20][N:19]=[CH:18][N:17]=1)(=[O:13])=[O:14])=[CH:7]2. The catalyst class is: 103. (6) The catalyst class is: 644. Reactant: [Br:1][C:2]1[CH:3]=[C:4]2[C:14](=[CH:15][CH:16]=1)[O:13][C:7]1([CH2:12][CH2:11][CH2:10][O:9][CH2:8]1)[CH2:6][C@:5]2([NH:22][S@@](C(C)(C)C)=O)[C:17]([F:21])([F:20])[CH2:18][OH:19]. Product: [NH2:22][C@@:5]1([C:17]([F:21])([F:20])[CH2:18][OH:19])[C:4]2[C:14](=[CH:15][CH:16]=[C:2]([Br:1])[CH:3]=2)[O:13][C@:7]2([CH2:12][CH2:11][CH2:10][O:9][CH2:8]2)[CH2:6]1.